This data is from Full USPTO retrosynthesis dataset with 1.9M reactions from patents (1976-2016). The task is: Predict the reactants needed to synthesize the given product. (1) Given the product [C:1]([O:5][C:6]([N:8]1[CH2:13][CH:12]=[C:11]([C:14]2[CH:22]=[C:21]3[C:17]([C:18]([S:25][CH3:24])=[N:19][NH:20]3)=[CH:16][CH:15]=2)[CH2:10][CH2:9]1)=[O:7])([CH3:4])([CH3:3])[CH3:2], predict the reactants needed to synthesize it. The reactants are: [C:1]([O:5][C:6]([N:8]1[CH2:13][CH:12]=[C:11]([C:14]2[CH:22]=[C:21]3[C:17]([C:18](I)=[N:19][NH:20]3)=[CH:16][CH:15]=2)[CH2:10][CH2:9]1)=[O:7])([CH3:4])([CH3:3])[CH3:2].[CH3:24][S-:25].[Na+].CC(C)([O-])C.[Na+].C1(P(C(C)(C)C)F)CCCCC1. (2) Given the product [F:35][CH:2]([F:1])[C:3]1[CH:8]=[CH:7][N:6]=[C:5]([NH:9][C:10]2[N:15]=[C:14]([C:16]3[CH:17]=[N:18][C:19]([C@@:22]([C@H:25]4[CH2:30][CH2:29][C@H:28]([C:31]([O:33][CH2:42][C@@H:40]5[CH2:39][O:38][C:37]([CH3:44])([CH3:36])[O:41]5)=[O:32])[CH2:27][CH2:26]4)([OH:24])[CH3:23])=[CH:20][CH:21]=3)[CH:13]=[C:12]([CH3:34])[CH:11]=2)[CH:4]=1, predict the reactants needed to synthesize it. The reactants are: [F:1][CH:2]([F:35])[C:3]1[CH:8]=[CH:7][N:6]=[C:5]([NH:9][C:10]2[N:15]=[C:14]([C:16]3[CH:17]=[N:18][C:19]([C@@:22]([C@H:25]4[CH2:30][CH2:29][C@H:28]([C:31]([OH:33])=[O:32])[CH2:27][CH2:26]4)([OH:24])[CH3:23])=[CH:20][CH:21]=3)[CH:13]=[C:12]([CH3:34])[CH:11]=2)[CH:4]=1.[CH3:36][C:37]1([CH3:44])[O:41][C@H:40]([CH2:42]O)[CH2:39][O:38]1.C(Cl)CCl.C(N(CC)CC)C. (3) Given the product [Cl:8][C:9]1[CH:10]=[CH:11][C:12]([CH3:28])=[C:13]([C:15]2[NH:19][CH:20]=[CH:21][C:16]=2[C:17]#[N:18])[CH:14]=1, predict the reactants needed to synthesize it. The reactants are: C(O)(C(F)(F)F)=O.[Cl:8][C:9]1[CH:10]=[CH:11][C:12]([CH3:28])=[C:13]([C:15]([NH:19][CH2:20][CH:21](OCC)OCC)=[CH:16][C:17]#[N:18])[CH:14]=1. (4) Given the product [N+:1]([C:4]1[CH:5]=[C:6]([C:14]([O:16][CH3:17])=[O:15])[C:7]2[C:12]([CH:13]=1)=[CH:11][CH:10]=[CH:9][CH:8]=2)([O-:3])=[O:2], predict the reactants needed to synthesize it. The reactants are: [N+:1]([C:4]1[CH:5]=[C:6]([C:14]([OH:16])=[O:15])[C:7]2[C:12]([CH:13]=1)=[CH:11][CH:10]=[CH:9][CH:8]=2)([O-:3])=[O:2].[C:17](Cl)(=O)C(Cl)=O.CN(C)C=O.CO. (5) Given the product [C:10]1([C:12]([O:14][CH3:15])=[O:13])[C:11]2[CH:2]=[CH:3][CH2:4][CH2:5][C:6]=2[CH:7]=[CH:8][CH:9]=1, predict the reactants needed to synthesize it. The reactants are: O[CH:2]1[C:11]2[C:10]([C:12]([O:14][CH3:15])=[O:13])=[CH:9][CH:8]=[CH:7][C:6]=2[CH2:5][CH2:4][CH2:3]1.Cl. (6) Given the product [CH:14]([OH:16])=[O:15].[C:1]1([CH3:13])[CH:2]=[CH:3][C:4]([N:7]2[CH2:8][CH2:9][N:10]([CH2:18][CH2:17][CH:20]3[CH2:24][C:23]4([CH2:29][CH2:28][CH2:27][CH2:26][CH2:25]4)[C:14](=[O:16])[O:15]3)[CH2:11][CH2:12]2)=[CH:5][CH:6]=1, predict the reactants needed to synthesize it. The reactants are: [C:1]1([CH3:13])[CH:6]=[CH:5][C:4]([N:7]2[CH2:12][CH2:11][NH:10][CH2:9][CH2:8]2)=[CH:3][CH:2]=1.[CH:14]([OH:16])=[O:15].[CH2:17]([CH:20]1[CH2:24][C:23]2([CH2:29][CH2:28][CH2:27][CH2:26][CH2:25]2)C(=O)O1)[CH2:18]C.C(O)=O.C(C1C=CC=CC=1N1CCN(CCC2C3(CCCCC3)CC(=O)O2)CC1)(C)C.CC1C=CC(S(OCCC2CC3(CCCCC3)C(=O)O2)(=O)=O)=CC=1.CC1C=CC(S(OCCCC2CC3(CCCCC3)C(=O)O2)(=O)=O)=CC=1.C1(C)C=CC(N2CCNCC2)=CC=1.C(C1C=CC=CC=1N1CCNCC1)(C)C. (7) Given the product [NH:27]1[C:31]2[CH:32]=[CH:33][C:34](/[CH:36]=[CH:22]/[C:21](=[O:23])[CH2:20][C:19](=[O:24])/[CH:18]=[CH:17]/[C:4]3[CH:5]=[CH:6][C:7]([O:9][CH2:10][C:11]4[CH:16]=[CH:15][CH:14]=[CH:13][N:12]=4)=[CH:8][C:3]=3[O:2][CH3:1])=[CH:35][C:30]=2[N:29]=[N:28]1, predict the reactants needed to synthesize it. The reactants are: [CH3:1][O:2][C:3]1[CH:8]=[C:7]([O:9][CH2:10][C:11]2[CH:16]=[CH:15][CH:14]=[CH:13][N:12]=2)[CH:6]=[CH:5][C:4]=1[CH:17]=[CH:18][C:19](=[O:24])[CH2:20][C:21](=[O:23])[CH3:22].[B]=O.[NH:27]1[C:31]2[CH:32]=[CH:33][C:34]([CH:36]=O)=[CH:35][C:30]=2[N:29]=[N:28]1.B(OC(C)C)(OC(C)C)OC(C)C.N1CCCCC1.Cl.C(=O)(O)[O-].[Na+]. (8) Given the product [C:25]([OH:27])(=[O:26])[CH3:24].[Cl:16][C:17]1[CH:22]=[CH:21][C:20]([CH2:23][CH2:15][CH2:14][NH:11][CH2:12][CH2:13][OH:5])=[CH:19][C:18]=1[C:28]([NH:30][CH2:31][C:32]12[CH2:41][CH:36]3[CH2:35][CH:34]([CH2:40][CH:38]([CH2:37]3)[CH2:39]1)[CH2:33]2)=[O:29], predict the reactants needed to synthesize it. The reactants are: C([O:5]C(Cl)=O)C(C)C.C([N:11]([CH2:14][CH3:15])[CH2:12][CH3:13])C.[Cl:16][C:17]1[CH:22]=[CH:21][C:20]([CH2:23][CH2:24][C:25]([OH:27])=[O:26])=[CH:19][C:18]=1[C:28]([NH:30][CH2:31][C:32]12[CH2:41][CH:36]3[CH2:37][CH:38]([CH2:40][CH:34]([CH2:35]3)[CH2:33]1)[CH2:39]2)=[O:29]. (9) Given the product [NH2:11][C:2]1[N:7]=[C:6]([Cl:8])[C:5]([C:9]#[N:10])=[CH:4][N:3]=1, predict the reactants needed to synthesize it. The reactants are: Cl[C:2]1[N:7]=[C:6]([Cl:8])[C:5]([C:9]#[N:10])=[CH:4][N:3]=1.[NH3:11].CO.